From a dataset of Forward reaction prediction with 1.9M reactions from USPTO patents (1976-2016). Predict the product of the given reaction. (1) Given the reactants [Cl:1][C:2]1[CH:7]=[CH:6][C:5]([C:8]2[NH:9][C:10](CC(N)=O)=[C:11]([C:13]3[CH:18]=[CH:17][CH:16]=[CH:15][CH:14]=3)[N:12]=2)=[CH:4][CH:3]=1.P(Cl)(Cl)(Cl)=O.C(O[CH2:32][CH3:33])(=O)C.C(=O)([O-])O.[Na+].C[N:40](C)C=O, predict the reaction product. The product is: [Cl:1][C:2]1[CH:7]=[CH:6][C:5]([C:8]2[N:9]([CH3:10])[C:33]([C:32]#[N:40])=[C:11]([C:13]3[CH:14]=[CH:15][CH:16]=[CH:17][CH:18]=3)[N:12]=2)=[CH:4][CH:3]=1. (2) Given the reactants [CH:1]12[CH2:10][CH:5]3[CH2:6][CH:7]([CH2:9][CH:3]([CH2:4]3)[CH:2]1[NH:11][C:12]([C:14]1[CH:15]=[N:16][N:17]([C:20]3[CH:25]=[CH:24][CH:23]=[CH:22][CH:21]=3)[C:18]=1Cl)=[O:13])[CH2:8]2.[NH2:26][CH2:27][CH2:28][CH2:29][OH:30], predict the reaction product. The product is: [CH:1]12[CH2:10][CH:5]3[CH2:6][CH:7]([CH2:9][CH:3]([CH2:4]3)[CH:2]1[NH:11][C:12]([C:14]1[CH:15]=[N:16][N:17]([C:20]3[CH:25]=[CH:24][CH:23]=[CH:22][CH:21]=3)[C:18]=1[NH:26][CH2:27][CH2:28][CH2:29][OH:30])=[O:13])[CH2:8]2.